Dataset: Reaction yield outcomes from USPTO patents with 853,638 reactions. Task: Predict the reaction yield, written as a fraction of the theoretical maximum amount of product (1.0 means a 100% yield; for example, 0.34 means a 34% yield). (1) The product is [NH2:1][C:2]1[C:3]([Cl:12])=[C:4]([C:8]([Cl:11])=[CH:9][C:10]=1[Br:13])[C:5]([OH:7])=[O:6]. The catalyst is C(#N)C. The yield is 0.730. The reactants are [NH2:1][C:2]1[C:3]([Cl:12])=[C:4]([C:8]([Cl:11])=[CH:9][CH:10]=1)[C:5]([OH:7])=[O:6].[Br:13]N1C(=O)CCC1=O. (2) The reactants are [Si:1]([O:8][C:9]1([C:12]2[CH:17]=[CH:16][C:15]([CH:18]([CH3:22])[C:19]([OH:21])=O)=[CH:14][C:13]=2[F:23])[CH2:11][CH2:10]1)([C:4]([CH3:7])([CH3:6])[CH3:5])([CH3:3])[CH3:2].CCN(C(C)C)C(C)C.CCN=C=NCCCN(C)C.Cl.C1C=CC2N(O)N=NC=2C=1.[Cl:55][C:56]1[CH:57]=[C:58]([N:62]2[C:66]([CH2:67][NH2:68])=[CH:65][C:64]([C:69]([F:72])([F:71])[F:70])=[N:63]2)[CH:59]=[CH:60][CH:61]=1. The catalyst is C(Cl)Cl. The product is [Si:1]([O:8][C:9]1([C:12]2[CH:17]=[CH:16][C:15]([CH:18]([CH3:22])[C:19]([NH:68][CH2:67][C:66]3[N:62]([C:58]4[CH:59]=[CH:60][CH:61]=[C:56]([Cl:55])[CH:57]=4)[N:63]=[C:64]([C:69]([F:72])([F:71])[F:70])[CH:65]=3)=[O:21])=[CH:14][C:13]=2[F:23])[CH2:10][CH2:11]1)([C:4]([CH3:7])([CH3:5])[CH3:6])([CH3:2])[CH3:3]. The yield is 0.310. (3) The reactants are [NH2:1][C:2]1[C:3]2[C:11](=[O:12])[CH:10]=[CH:9][N:8]([CH:13]([C:15]3[C:16]([O:37][CH2:38][CH3:39])=[C:17]([CH:23]4[CH2:26][N:25](C(OCC5C=CC=CC=5)=O)[CH2:24]4)[C:18]([CH3:22])=[C:19]([Cl:21])[CH:20]=3)[CH3:14])[C:4]=2[N:5]=[CH:6][N:7]=1.Cl.O. The catalyst is [Pd].CO. The product is [NH2:1][C:2]1[C:3]2[C:11](=[O:12])[CH:10]=[CH:9][N:8]([CH:13]([C:15]3[CH:20]=[C:19]([Cl:21])[C:18]([CH3:22])=[C:17]([CH:23]4[CH2:26][NH:25][CH2:24]4)[C:16]=3[O:37][CH2:38][CH3:39])[CH3:14])[C:4]=2[N:5]=[CH:6][N:7]=1. The yield is 0.400. (4) The reactants are [Br:1][C:2]1[CH:3]=[CH:4][C:5]([OH:11])=[C:6]([C:8](=[O:10])[CH3:9])[CH:7]=1.[O:12]1[CH2:17][CH2:16][CH2:15][C:14](=O)[CH2:13]1.N1CCCC1.O. The catalyst is C1(C)C=CC=CC=1.CCOC(C)=O. The product is [Br:1][C:2]1[CH:7]=[C:6]2[C:5](=[CH:4][CH:3]=1)[O:11][C:14]1([CH2:15][CH2:16][CH2:17][O:12][CH2:13]1)[CH2:9][C:8]2=[O:10]. The yield is 0.790.